From a dataset of Forward reaction prediction with 1.9M reactions from USPTO patents (1976-2016). Predict the product of the given reaction. (1) Given the reactants [C:1]([C:5]1[CH:6]=[C:7]([NH:11][C:12]2[C:17]([F:18])=[CH:16][N:15]=[C:14](Cl)[N:13]=2)[CH:8]=[CH:9][CH:10]=1)([CH3:4])([CH3:3])[CH3:2].[CH3:20][O:21][C:22]([C:24]1[O:25][C:26]2[CH:32]=[CH:31][C:30]([NH2:33])=[CH:29][C:27]=2[CH:28]=1)=[O:23], predict the reaction product. The product is: [C:1]([C:5]1[CH:6]=[C:7]([NH:11][C:12]2[C:17]([F:18])=[CH:16][N:15]=[C:14]([NH:33][C:30]3[CH:31]=[CH:32][C:26]4[O:25][C:24]([C:22]([O:21][CH3:20])=[O:23])=[CH:28][C:27]=4[CH:29]=3)[N:13]=2)[CH:8]=[CH:9][CH:10]=1)([CH3:4])([CH3:3])[CH3:2]. (2) Given the reactants F[C:2]1[CH:11]=[C:10]2[C:5]([C:6]([NH:12][C:13]3[CH:14]=[C:15]4[C:19](=[CH:20][CH:21]=3)[N:18]([CH2:22][C:23]3[CH:28]=[CH:27][CH:26]=[C:25]([F:29])[CH:24]=3)[N:17]=[CH:16]4)=[N:7][CH:8]=[N:9]2)=[CH:4][C:3]=1[N+:30]([O-:32])=[O:31].[CH3:33][O-:34].[Na+].O, predict the reaction product. The product is: [F:29][C:25]1[CH:24]=[C:23]([CH:28]=[CH:27][CH:26]=1)[CH2:22][N:18]1[C:19]2[C:15](=[CH:14][C:13]([NH:12][C:6]3[C:5]4[C:10](=[CH:11][C:2]([O:34][CH3:33])=[C:3]([N+:30]([O-:32])=[O:31])[CH:4]=4)[N:9]=[CH:8][N:7]=3)=[CH:21][CH:20]=2)[CH:16]=[N:17]1. (3) Given the reactants [Cl:1][C:2]1[CH:10]=[C:9]2[C:5]([CH:6]=[CH:7][NH:8]2)=[CH:4][CH:3]=1.[Cl:11][C:12]1[CH:17]=[CH:16][CH:15]=[C:14](I)[C:13]=1[Cl:19], predict the reaction product. The product is: [Cl:1][C:2]1[CH:10]=[C:9]2[C:5]([CH:6]=[CH:7][N:8]2[C:14]2[CH:15]=[CH:16][CH:17]=[C:12]([Cl:11])[C:13]=2[Cl:19])=[CH:4][CH:3]=1. (4) Given the reactants [N+:1]([C:4]1[CH:5]=[C:6]([CH2:12][OH:13])[CH:7]=[C:8]([CH2:10][OH:11])[CH:9]=1)([O-])=O.[H][H], predict the reaction product. The product is: [NH2:1][C:4]1[CH:5]=[C:6]([CH2:12][OH:13])[CH:7]=[C:8]([CH2:10][OH:11])[CH:9]=1. (5) Given the reactants [O:1]1CCO[CH:2]1[C:6]1[CH:7]=[C:8]([CH:11]=[C:12]([C:14]#[C:15][CH2:16][OH:17])[CH:13]=1)[C:9]#[N:10].O.C1(C)C=CC(S(O)(=O)=O)=CC=1.C([O-])(O)=O.[Na+], predict the reaction product. The product is: [CH:2]([C:6]1[CH:7]=[C:8]([CH:11]=[C:12]([C:14]#[C:15][CH2:16][OH:17])[CH:13]=1)[C:9]#[N:10])=[O:1]. (6) Given the reactants [H-].[Na+].[CH3:3][S:4][CH:5](O)[CH3:6].[NH2:8][C:9]1[CH:14]=[N:13][C:12](Br)=[CH:11][N:10]=1.C(Cl)(Cl)Cl.[OH2:20], predict the reaction product. The product is: [CH3:3][S:4][CH2:5][CH2:6][O:20][C:12]1[N:13]=[CH:14][C:9]([NH2:8])=[N:10][CH:11]=1. (7) Given the reactants [CH3:1][O:2][C:3](=[O:16])[CH:4]([C:8]1[CH:13]=[CH:12][C:11]([CH2:14][NH2:15])=[CH:10][CH:9]=1)[CH2:5][CH:6]=[CH2:7].C(N(CC)CC)C.[CH3:24][S:25](Cl)(=[O:27])=[O:26], predict the reaction product. The product is: [CH3:1][O:2][C:3](=[O:16])[CH:4]([C:8]1[CH:9]=[CH:10][C:11]([CH2:14][NH:15][S:25]([CH3:24])(=[O:27])=[O:26])=[CH:12][CH:13]=1)[CH2:5][CH:6]=[CH2:7].